Predict the reactants needed to synthesize the given product. From a dataset of Full USPTO retrosynthesis dataset with 1.9M reactions from patents (1976-2016). (1) Given the product [F:1][C:2]1[C:11]([O:27][C@@H:24]2[CH2:25][CH2:26][C@H:21]([NH2:20])[CH2:22][CH2:23]2)=[C:10]([F:13])[CH:9]=[C:8]2[C:3]=1[CH:4]=[CH:5][N:6]=[CH:7]2, predict the reactants needed to synthesize it. The reactants are: [F:1][C:2]1[C:11](F)=[C:10]([F:13])[CH:9]=[C:8]2[C:3]=1[CH:4]=[CH:5][N:6]=[CH:7]2.C(OC(=O)[NH:20][C@H:21]1[CH2:26][CH2:25][C@@H:24]([OH:27])[CH2:23][CH2:22]1)(C)(C)C.C(OC(=O)N[C@H]1CC[C@H](OC2C(Cl)=C3C(=CC=2)C=NC=C3)CC1)(C)(C)C. (2) Given the product [Cl:21][C:22]1[CH:23]=[C:24]2[C:28](=[CH:29][CH:30]=1)[NH:27][CH:26]=[C:25]2[CH2:31][CH2:32][NH:33][C:10]([C:7]1[N:6]=[C:5]([CH2:4][C:3]2[CH:15]=[CH:16][C:17]([F:19])=[CH:18][C:2]=2[F:1])[O:9][N:8]=1)=[O:12], predict the reactants needed to synthesize it. The reactants are: [F:1][C:2]1[CH:18]=[C:17]([F:19])[CH:16]=[CH:15][C:3]=1[CH2:4][C:5]1[O:9][N:8]=[C:7]([C:10]([O:12]CC)=O)[N:6]=1.Cl.[Cl:21][C:22]1[CH:23]=[C:24]2[C:28](=[CH:29][CH:30]=1)[NH:27][CH:26]=[C:25]2[CH2:31][CH2:32][NH2:33].CN(C(ON1N=NC2C=CC=NC1=2)=[N+](C)C)C.F[P-](F)(F)(F)(F)F.C(N(CC)C(C)C)(C)C. (3) Given the product [Cl:1][C:2]1[CH:3]=[C:4]([C:9]2([CH:15]([NH:17][CH:18]=[O:20])[CH3:16])[CH2:14][CH2:13][CH2:12][CH2:11][CH2:10]2)[CH:5]=[CH:6][C:7]=1[Cl:8], predict the reactants needed to synthesize it. The reactants are: [Cl:1][C:2]1[CH:3]=[C:4]([C:9]2([CH:15]([NH2:17])[CH3:16])[CH2:14][CH2:13][CH2:12][CH2:11][CH2:10]2)[CH:5]=[CH:6][C:7]=1[Cl:8].[CH2:18]([O:20]C=O)C. (4) Given the product [O:11]=[C:9]1[CH2:10][C@H:5]([C:3]([O:2][CH3:1])=[O:4])[C@@H:6]([C:12]([N:62]2[CH2:63][CH2:64][N:59]([C:53]3[CH:58]=[CH:57][CH:56]=[CH:55][CH:54]=3)[CH2:60][CH2:61]2)=[O:14])[CH2:7][CH2:8]1, predict the reactants needed to synthesize it. The reactants are: [CH3:1][O:2][C:3]([C@H:5]1[CH2:10][C:9](=[O:11])[CH2:8][CH2:7][C@@H:6]1[C:12]([OH:14])=O)=[O:4].CN(C)C=O.F[P-](F)(F)(F)(F)F.N1(O[P+](N2CCCC2)(N2CCCC2)N2CCCC2)C2C=CC=CC=2N=N1.[C:53]1([N:59]2[CH2:64][CH2:63][NH:62][CH2:61][CH2:60]2)[CH:58]=[CH:57][CH:56]=[CH:55][CH:54]=1.C(N(CC)C(C)C)(C)C. (5) Given the product [CH2:10]1[C:4]2[CH:3]=[CH:2][CH:18]=[CH:17][C:5]=2[CH2:6][CH2:7][NH:8][CH2:9]1, predict the reactants needed to synthesize it. The reactants are: Cl[C:2]1[CH:18]=[CH:17][C:5]2[CH2:6][CH2:7][N:8](C(=O)C(F)(F)F)[CH2:9][CH2:10][C:4]=2[C:3]=1OS(C(F)(F)F)(=O)=O.CC(C)(C)CC(C1SC(C2C=CC(CN)=CC=2)=CC=1)=O.C1C=CC(P(C2C(C3C(P(C4C=CC=CC=4)C4C=CC=CC=4)=CC=C4C=3C=CC=C4)=C3C(C=CC=C3)=CC=2)C2C=CC=CC=2)=CC=1.C(=O)([O-])[O-].[Cs+].[Cs+]. (6) Given the product [CH3:34][C:35]([CH3:41])([CH3:40])[CH2:36][C:37]([O:16][NH:15][C:14]([CH2:13][C@@H:12]([N:18]1[C:26](=[O:27])[C:25]2[C:20](=[CH:21][CH:22]=[CH:23][C:24]=2[NH:28][C:29]([CH:31]2[CH2:33][CH2:32]2)=[O:30])[CH2:19]1)[C:6]1[CH:7]=[CH:8][C:9]([O:10][CH3:11])=[C:4]([O:3][CH2:1][CH3:2])[CH:5]=1)=[O:17])=[O:38], predict the reactants needed to synthesize it. The reactants are: [CH2:1]([O:3][C:4]1[CH:5]=[C:6]([C@H:12]([N:18]2[C:26](=[O:27])[C:25]3[C:20](=[CH:21][CH:22]=[CH:23][C:24]=3[NH:28][C:29]([CH:31]3[CH2:33][CH2:32]3)=[O:30])[CH2:19]2)[CH2:13][C:14](=[O:17])[NH:15][OH:16])[CH:7]=[CH:8][C:9]=1[O:10][CH3:11])[CH3:2].[CH3:34][C:35]([CH3:41])([CH3:40])[CH2:36][C:37](Cl)=[O:38]. (7) Given the product [Br:1][C:2]1[CH:3]=[CH:4][C:5]([I:10])=[C:6]([CH2:8][Cl:13])[CH:7]=1, predict the reactants needed to synthesize it. The reactants are: [Br:1][C:2]1[CH:3]=[CH:4][C:5]([I:10])=[C:6]([CH2:8]O)[CH:7]=1.O=S(Cl)[Cl:13].